Predict the reactants needed to synthesize the given product. From a dataset of Full USPTO retrosynthesis dataset with 1.9M reactions from patents (1976-2016). (1) Given the product [CH3:33][C:34]([NH:36][C:37]1[CH:38]=[CH:39][C:40]([OH:43])=[CH:41][CH:42]=1)=[O:35].[CH3:1][N:2]1[C@@H:19]2[CH2:20][C:7]3[CH:8]=[CH:9][C:10]([O:21][CH3:22])=[C:11]4[O:12][C@H:13]5[C:14]([CH2:16][CH2:17][C@@H:18]2[C@:5]5([C:6]=34)[CH2:4][CH2:3]1)=[O:15].[C@H:23]([OH:32])([C:29]([OH:31])=[O:30])[C@@H:24]([OH:28])[C:25]([OH:27])=[O:26], predict the reactants needed to synthesize it. The reactants are: [CH3:1][N:2]1[C@@H:19]2[CH2:20][C:7]3[CH:8]=[CH:9][C:10]([O:21][CH3:22])=[C:11]4[O:12][C@H:13]5[C:14]([CH2:16][CH2:17][C@@H:18]2[C@:5]5([C:6]=34)[CH2:4][CH2:3]1)=[O:15].[CH:23]([OH:32])([C:29]([OH:31])=[O:30])[CH:24]([OH:28])[C:25]([OH:27])=[O:26].[CH3:33][C:34]([NH:36][C:37]1[CH:38]=[CH:39][C:40]([OH:43])=[CH:41][CH:42]=1)=[O:35].CN1[C@@H]2CC3C=CC(OC)=C4O[C@H]5C(CC[C@@H]2[C@]5(C=34)CC1)=O. (2) Given the product [Br:1][C:2]1[CH:3]=[CH:4][C:5]([CH:8]([P:17](=[O:32])([O:25][C:26]2[CH:31]=[CH:30][CH:29]=[CH:28][CH:27]=2)[O:18][C:19]2[CH:20]=[CH:21][CH:22]=[CH:23][CH:24]=2)[NH:10][C:11]2[CH:16]=[CH:15][CH:14]=[CH:13][CH:12]=2)=[N:6][CH:7]=1, predict the reactants needed to synthesize it. The reactants are: [Br:1][C:2]1[CH:3]=[CH:4][C:5]([CH:8]=O)=[N:6][CH:7]=1.[NH2:10][C:11]1[CH:16]=[CH:15][CH:14]=[CH:13][CH:12]=1.[P:17]([O-:32])([O:25][C:26]1[CH:31]=[CH:30][CH:29]=[CH:28][CH:27]=1)[O:18][C:19]1[CH:24]=[CH:23][CH:22]=[CH:21][CH:20]=1.P([O-])([O-])[O-].